This data is from Forward reaction prediction with 1.9M reactions from USPTO patents (1976-2016). The task is: Predict the product of the given reaction. (1) The product is: [CH:1]1([C:4]([C:12]2[C:20]3[C:15](=[C:16]([NH:21][S:22]([CH3:25])(=[O:24])=[O:23])[CH:17]=[CH:18][CH:19]=3)[NH:14][CH:13]=2)([CH3:11])[C:5]#[CH:6])[CH2:3][CH2:2]1. Given the reactants [CH:1]1([C:4]([C:12]2[C:20]3[C:15](=[C:16]([NH:21][S:22]([CH3:25])(=[O:24])=[O:23])[CH:17]=[CH:18][CH:19]=3)[NH:14][CH:13]=2)([CH3:11])[C:5]#[C:6][Si](C)(C)C)[CH2:3][CH2:2]1.C(=O)([O-])[O-].[K+].[K+].O, predict the reaction product. (2) Given the reactants [Cl:1][C:2]1[C:11]2[C:6](=[CH:7][CH:8]=[C:9]([OH:12])[CH:10]=2)[CH:5]=[CH:4][N:3]=1.C(=O)([O-])[O-].[Cs+].[Cs+].[CH2:19](Br)[CH:20]=[CH2:21], predict the reaction product. The product is: [CH2:21]([O:12][C:9]1[CH:10]=[C:11]2[C:6]([CH:5]=[CH:4][N:3]=[C:2]2[Cl:1])=[CH:7][CH:8]=1)[CH:20]=[CH2:19]. (3) Given the reactants [O:1]=[C:2]1[CH2:11][CH2:10][C:9]2[C:4](=[CH:5][CH:6]=[C:7]([C:12]([NH2:14])=[O:13])[CH:8]=2)[N:3]1[CH2:15][CH:16]=O.[F:18][C:19]1[CH:27]=[C:26]2[C:22]([C:23](N3CCCCC3)=[CH:24][NH:25]2)=[CH:21][CH:20]=1.[BH4-].[Na+].C(=O)(O)[O-].[Na+], predict the reaction product. The product is: [F:18][C:19]1[CH:27]=[C:26]2[C:22]([C:23]([C:10]3[CH2:9][CH2:4][N:3]([CH2:16][CH2:15][N:3]4[C:4]5[C:9](=[CH:8][C:7]([C:12]([NH2:14])=[O:13])=[CH:6][CH:5]=5)[CH2:10][CH2:11][C:2]4=[O:1])[CH2:2][CH:11]=3)=[CH:24][NH:25]2)=[CH:21][CH:20]=1. (4) Given the reactants C([O:3][C:4]([CH2:11][C@H:12]([OH:37])/[CH:13]=[CH:14]/[C:15]1[C:16]([C:30]2[CH:35]=[CH:34][C:33]([F:36])=[CH:32][CH:31]=2)=[N:17][C:18]([N:24]([CH3:29])[S:25]([CH3:28])(=[O:27])=[O:26])=[N:19][C:20]=1[CH:21]([CH3:23])[CH3:22])=[CH:5][C:6]([O:8][CH2:9][CH3:10])=[O:7])C.Cl, predict the reaction product. The product is: [F:36][C:33]1[CH:34]=[CH:35][C:30]([C:16]2[C:15](/[CH:14]=[CH:13]/[C@@H:12]([OH:37])[CH2:11][C:4](=[O:3])[CH2:5][C:6]([O:8][CH2:9][CH3:10])=[O:7])=[C:20]([CH:21]([CH3:23])[CH3:22])[N:19]=[C:18]([N:24]([CH3:29])[S:25]([CH3:28])(=[O:27])=[O:26])[N:17]=2)=[CH:31][CH:32]=1. (5) Given the reactants C(OC(=O)[NH:7][CH2:8][CH2:9][NH:10][S:11]([C:14]1[C:15]2[CH:16]=[CH:17][N:18]=[CH:19][C:20]=2[CH:21]=[C:22]([C:24]2[CH:29]=[CH:28][CH:27]=[C:26]([CH:30]([F:32])[F:31])[CH:25]=2)[CH:23]=1)(=[O:13])=[O:12])(C)(C)C.Cl, predict the reaction product. The product is: [NH2:7][CH2:8][CH2:9][NH:10][S:11]([C:14]1[C:15]2[CH:16]=[CH:17][N:18]=[CH:19][C:20]=2[CH:21]=[C:22]([C:24]2[CH:29]=[CH:28][CH:27]=[C:26]([CH:30]([F:32])[F:31])[CH:25]=2)[CH:23]=1)(=[O:13])=[O:12]. (6) Given the reactants [CH2:1]([OH:23])[C@H:2]1[O:7][C@H:6]([O:8][CH2:9][C@H:10]2[O:15][CH:14]([OH:16])[C@H:13]([OH:17])[C@@H:12]([OH:18])[C@@H:11]2[OH:19])[C@H:5]([OH:20])[C@@H:4]([OH:21])[C@@H:3]1[OH:22].C, predict the reaction product. The product is: [CH2:1]([OH:23])[C@H:2]1[O:7][C@H:6]([O:8][CH2:9][C@@H:10]([OH:15])[C@@H:11]([OH:19])[C@H:12]([OH:18])[C@@H:13]([OH:17])[CH2:14][OH:16])[C@H:5]([OH:20])[C@@H:4]([OH:21])[C@@H:3]1[OH:22]. (7) Given the reactants [OH:1][N:2]1[C:7]([CH3:9])([CH3:8])[CH2:6][C:5](=O)[CH2:4][C:3]1([CH3:12])[CH3:11].[N+:13](CS(C1C=CC(C)=CC=1)(=O)=O)#[C-:14].CC(C)([O-])C.[K+].C(O)(C)(C)C, predict the reaction product. The product is: [OH:1][N:2]1[C:7]([CH3:9])([CH3:8])[CH2:6][CH:5]([C:14]#[N:13])[CH2:4][C:3]1([CH3:12])[CH3:11]. (8) Given the reactants C[O:2][C:3](=O)[CH2:4][CH2:5][C:6]1[C:14]2[C:9](=[CH:10][CH:11]=[CH:12][CH:13]=2)[N:8]([C:15]([O:17][C:18]([CH3:21])([CH3:20])[CH3:19])=[O:16])[CH:7]=1.[H-].[Al+3].[Li+].[H-].[H-].[H-], predict the reaction product. The product is: [OH:2][CH2:3][CH2:4][CH2:5][C:6]1[C:14]2[C:9](=[CH:10][CH:11]=[CH:12][CH:13]=2)[N:8]([C:15]([O:17][C:18]([CH3:21])([CH3:20])[CH3:19])=[O:16])[CH:7]=1. (9) Given the reactants [NH3:1].CS(O[CH2:7][C@H:8]([NH:17][C:18]([O:20][CH2:21][C:22]1[CH:27]=[CH:26][CH:25]=[CH:24][CH:23]=1)=[O:19])[CH2:9][CH2:10][CH2:11]OS(C)(=O)=O)(=O)=O, predict the reaction product. The product is: [NH:1]1[CH2:11][CH2:10][CH2:9][C@@H:8]([NH:17][C:18](=[O:19])[O:20][CH2:21][C:22]2[CH:27]=[CH:26][CH:25]=[CH:24][CH:23]=2)[CH2:7]1. (10) Given the reactants [C:1]([O:5][C:6]([CH2:8][NH:9][CH:10]([CH2:32][C:33]1[CH:38]=[CH:37][C:36]([NH:39][C:40]([O:42][C:43]([CH3:46])([CH3:45])[CH3:44])=[O:41])=[CH:35][CH:34]=1)[CH2:11][N:12]([CH2:24][C:25]([O:27][C:28]([CH3:31])([CH3:30])[CH3:29])=[O:26])[CH2:13][CH2:14][NH:15][CH2:16][C:17]([O:19][C:20]([CH3:23])([CH3:22])[CH3:21])=[O:18])=[O:7])([CH3:4])([CH3:3])[CH3:2].I[CH2:48][C:49]([NH2:51])=[O:50].C(=O)([O-])[O-:53].[K+].[K+].[C:58](#[N:60])[CH3:59], predict the reaction product. The product is: [NH2:51][C:49]([CH2:48][N:9]([CH2:8][C:6]([O:5][C:1]([CH3:2])([CH3:3])[CH3:4])=[O:7])[CH:10]([CH2:32][C:33]1[CH:38]=[CH:37][C:36]([NH:39][C:40]([O:42][C:43]([CH3:46])([CH3:45])[CH3:44])=[O:41])=[CH:35][CH:34]=1)[CH2:11][N:12]([CH2:24][C:25]([O:27][C:28]([CH3:29])([CH3:30])[CH3:31])=[O:26])[CH2:13][CH2:14][N:15]([CH2:59][C:58]([NH2:60])=[O:53])[CH2:16][C:17]([O:19][C:20]([CH3:23])([CH3:22])[CH3:21])=[O:18])=[O:50].